From a dataset of Full USPTO retrosynthesis dataset with 1.9M reactions from patents (1976-2016). Predict the reactants needed to synthesize the given product. (1) Given the product [Cl:34][C:31]1[CH:32]=[C:33]2[C:25]([C:23]([C:20]3[CH:19]=[N:18][C:17]([NH:7][CH2:8][C:9]4[CH:10]=[N:11][C:12]([O:15][CH3:16])=[CH:13][CH:14]=4)=[CH:22][CH:21]=3)=[O:24])=[CH:26][NH:27][C:28]2=[N:29][CH:30]=1, predict the reactants needed to synthesize it. The reactants are: C(OC(=O)[N:7]([C:17]1[CH:22]=[CH:21][C:20]([C:23]([C:25]2[C:33]3[C:28](=[N:29][CH:30]=[C:31]([Cl:34])[CH:32]=3)[NH:27][CH:26]=2)=[O:24])=[CH:19][N:18]=1)[CH2:8][C:9]1[CH:10]=[N:11][C:12]([O:15][CH3:16])=[CH:13][CH:14]=1)(C)(C)C.FC(F)(F)C(O)=O.C(=O)([O-])[O-].[K+].[K+]. (2) Given the product [CH3:17][C:15]1([CH3:18])[NH:14][C:13](=[O:19])[NH:12][C:11]2[CH:20]=[C:7]([O:6][CH2:5][CH2:4][CH2:3][CH2:2][N:35]3[CH2:34][CH2:33][N:32]([C:22]4[C:31]5[C:26](=[CH:27][CH:28]=[CH:29][CH:30]=5)[CH:25]=[CH:24][CH:23]=4)[CH2:37][CH2:36]3)[CH:8]=[CH:9][C:10]=2[CH2:16]1, predict the reactants needed to synthesize it. The reactants are: Cl[CH2:2][CH2:3][CH2:4][CH2:5][O:6][C:7]1[CH:8]=[CH:9][C:10]2[CH2:16][C:15]([CH3:18])([CH3:17])[NH:14][C:13](=[O:19])[NH:12][C:11]=2[CH:20]=1.Cl.[C:22]1([N:32]2[CH2:37][CH2:36][NH:35][CH2:34][CH2:33]2)[C:31]2[C:26](=[CH:27][CH:28]=[CH:29][CH:30]=2)[CH:25]=[CH:24][CH:23]=1.[Na+].[I-].C([O-])([O-])=O.[K+].[K+]. (3) Given the product [Cl:23][C:20]1[CH:19]=[CH:18][N:17]2[C:16]([C:21]=1[CH3:22])=[C:12]([CH:13]1[CH2:15][CH2:14]1)[CH:11]=[C:5]([C:4]([O:3][CH2:1][CH3:2])=[O:24])[C:6]2=[O:7], predict the reactants needed to synthesize it. The reactants are: [CH2:1]([O:3][C:4](=[O:24])[C:5](=[CH:11][CH:12]([C:16]1[C:21]([CH3:22])=[C:20]([Cl:23])[CH:19]=[CH:18][N:17]=1)[CH:13]1[CH2:15][CH2:14]1)[C:6](OCC)=[O:7])[CH3:2].